This data is from Peptide-MHC class II binding affinity with 134,281 pairs from IEDB. The task is: Regression. Given a peptide amino acid sequence and an MHC pseudo amino acid sequence, predict their binding affinity value. This is MHC class II binding data. (1) The peptide sequence is AATQARAAAAAFEAA. The MHC is DRB1_1201 with pseudo-sequence DRB1_1201. The binding affinity (normalized) is 0.119. (2) The peptide sequence is PDNVKPIYIVTPTNA. The MHC is DRB1_1101 with pseudo-sequence DRB1_1101. The binding affinity (normalized) is 0.218.